Dataset: Acute oral toxicity (LD50) regression data from Zhu et al.. Task: Regression/Classification. Given a drug SMILES string, predict its toxicity properties. Task type varies by dataset: regression for continuous values (e.g., LD50, hERG inhibition percentage) or binary classification for toxic/non-toxic outcomes (e.g., AMES mutagenicity, cardiotoxicity, hepatotoxicity). Dataset: ld50_zhu. (1) The drug is COP(=S)(Oc1ccc([N+](=O)[O-])c(C)c1)OC(C)C. The rat oral LD50 is 4.09, given as -log10 of the dose in mol/kg body weight (higher means more acutely toxic). (2) The drug is COP(=S)(Oc1ccc([N+](=O)[O-])cc1)OC(C)C. The rat oral LD50 is 4.76, given as -log10 of the dose in mol/kg body weight (higher means more acutely toxic). (3) The molecule is O=c1[nH]nc2n1-c1cc([N+](=O)[O-])cc([N+](=O)[O-])c1OC2. The rat oral LD50 is 1.88, given as -log10 of the dose in mol/kg body weight (higher means more acutely toxic). (4) The drug is CCCCOCCOC(=O)c1ccccc1C(=O)OCCOCCCC. The rat oral LD50 is 1.64, given as -log10 of the dose in mol/kg body weight (higher means more acutely toxic). (5) The compound is C=C(C)C(=O)OCCN=C=O. The rat oral LD50 is 2.37, given as -log10 of the dose in mol/kg body weight (higher means more acutely toxic). (6) The drug is O=C(O)CC(NC(=O)COc1ccc(Cl)cc1Cl)C(=O)O. The rat oral LD50 is 2.53, given as -log10 of the dose in mol/kg body weight (higher means more acutely toxic). (7) The compound is S=P(OCCCl)(OCCCl)OCCCl. The rat oral LD50 is 2.57, given as -log10 of the dose in mol/kg body weight (higher means more acutely toxic). (8) The molecule is CCOP(=S)(OC)Oc1ccc([N+](=O)[O-])cc1. The rat oral LD50 is 4.99, given as -log10 of the dose in mol/kg body weight (higher means more acutely toxic).